This data is from Forward reaction prediction with 1.9M reactions from USPTO patents (1976-2016). The task is: Predict the product of the given reaction. (1) Given the reactants Br[C:2]1[CH:12]=[C:11]([F:13])[C:5]2[O:6][CH2:7][C:8](=[O:10])[NH:9][C:4]=2[CH:3]=1.[CH:14]([O:16]CCCCO)=[CH2:15].C([O-])([O-])=O.[K+].[K+].Cl, predict the reaction product. The product is: [C:14]([C:2]1[CH:12]=[C:11]([F:13])[C:5]2[O:6][CH2:7][C:8](=[O:10])[NH:9][C:4]=2[CH:3]=1)(=[O:16])[CH3:15]. (2) Given the reactants [OH:1][C:2]1[CH:7]=[CH:6][C:5]([C:8]2[CH2:13][CH2:12][N:11](C(OCC3C=CC=CC=3)=O)[CH2:10][CH:9]=2)=[CH:4][CH:3]=1, predict the reaction product. The product is: [NH:11]1[CH2:12][CH2:13][CH:8]([C:5]2[CH:4]=[CH:3][C:2]([OH:1])=[CH:7][CH:6]=2)[CH2:9][CH2:10]1. (3) The product is: [Br:1][C:2]1[CH:7]=[CH:6][C:5]([CH2:8][CH2:9][CH:10]=[O:11])=[C:4]([O:12][C:13]([F:14])([F:15])[F:16])[CH:3]=1. Given the reactants [Br:1][C:2]1[CH:7]=[CH:6][C:5]([CH2:8][CH2:9][CH2:10][OH:11])=[C:4]([O:12][C:13]([F:16])([F:15])[F:14])[CH:3]=1.[Cr](Cl)([O-])(=O)=O.[NH+]1C=CC=CC=1, predict the reaction product. (4) Given the reactants [CH3:1][C:2]1[C:6]([CH3:7])=[C:5]([N:8]([CH2:20][O:21][CH3:22])[S:9]([C:12]2[CH:16]=[CH:15][S:14][C:13]=2[C:17](Cl)=[O:18])(=[O:11])=[O:10])[O:4][N:3]=1.[C:23]([CH2:25][C:26]1[C:27]([CH3:35])=[C:28]([C:30]([CH3:34])=[CH:31][C:32]=1[CH3:33])[NH2:29])#[N:24].C(N(CC)CC)C.O, predict the reaction product. The product is: [C:23]([CH2:25][C:26]1[C:27]([CH3:35])=[C:28]([NH:29][C:17]([C:13]2[S:14][CH:15]=[CH:16][C:12]=2[S:9]([N:8]([C:5]2[O:4][N:3]=[C:2]([CH3:1])[C:6]=2[CH3:7])[CH2:20][O:21][CH3:22])(=[O:11])=[O:10])=[O:18])[C:30]([CH3:34])=[CH:31][C:32]=1[CH3:33])#[N:24]. (5) The product is: [Cl:26][C:27]1[CH:32]=[CH:31][CH:30]=[C:29]([Cl:33])[C:28]=1[S:34][CH2:35][C:36]1[N:37]([C:46]2[CH:51]=[CH:50][C:49]([F:52])=[CH:48][CH:47]=2)[C:38]([C:41]([OH:43])=[O:42])=[CH:39][N:40]=1. Given the reactants CN1C=C(CN(C)C(C2N(C3C=CC(F)=CC=3)C(S)=NC=2)=O)C(C)=N1.[Cl:26][C:27]1[CH:32]=[CH:31][CH:30]=[C:29]([Cl:33])[C:28]=1[S:34][CH2:35][C:36]1[N:37]([C:46]2[CH:51]=[CH:50][C:49]([F:52])=[CH:48][CH:47]=2)[C:38]([C:41]([O:43]CC)=[O:42])=[CH:39][N:40]=1.[OH-].[Li+].C1COCC1, predict the reaction product. (6) Given the reactants [F:1][C:2]([F:30])([F:29])[C:3]1[CH:4]=[C:5]2[C:9](=[CH:10][CH:11]=1)[CH:8]([NH:12][C:13]([NH:15][C:16]1[CH:24]=[CH:23][CH:22]=[C:21]3[C:17]=1[CH:18]=[N:19][N:20]3C(OC)=O)=[O:14])[CH2:7][CH2:6]2.Cl, predict the reaction product. The product is: [NH:20]1[C:21]2[C:17](=[C:16]([NH:15][C:13]([NH:12][CH:8]3[C:9]4[C:5](=[CH:4][C:3]([C:2]([F:1])([F:29])[F:30])=[CH:11][CH:10]=4)[CH2:6][CH2:7]3)=[O:14])[CH:24]=[CH:23][CH:22]=2)[CH:18]=[N:19]1. (7) Given the reactants C([N:8]1[CH2:12][CH2:11][CH2:10][C@@H:9]1[C:13]([NH:15][C@H:16]([CH2:37][C:38]1[CH:43]=[CH:42][C:41]([Cl:44])=[CH:40][CH:39]=1)[C:17]([NH:19][N:20]1[CH2:24][CH2:23][C@H:22]([N:25]([CH:31]2[CH2:36][CH2:35][CH2:34][CH2:33][CH2:32]2)[C:26](=[O:30])[CH:27]([CH3:29])[CH3:28])[CH2:21]1)=[O:18])=[O:14])(OC(C)(C)C)=O.C(O)(C(F)(F)F)=O, predict the reaction product. The product is: [NH:8]1[CH2:12][CH2:11][CH2:10][C@@H:9]1[C:13]([NH:15][C@H:16]([CH2:37][C:38]1[CH:39]=[CH:40][C:41]([Cl:44])=[CH:42][CH:43]=1)[C:17]([NH:19][N:20]1[CH2:24][CH2:23][C@H:22]([N:25]([CH:31]2[CH2:32][CH2:33][CH2:34][CH2:35][CH2:36]2)[C:26](=[O:30])[CH:27]([CH3:28])[CH3:29])[CH2:21]1)=[O:18])=[O:14]. (8) Given the reactants [CH2:1]([O:8][CH:9]1[CH2:14][CH2:13][CH:12](/[CH:15]=[C:16]2/[C:17](=[O:31])[CH:18]([C:22]3[C:27]([CH3:28])=[CH:26][C:25]([CH3:29])=[CH:24][C:23]=3[CH3:30])[C:19](=[O:21])[CH2:20]/2)[CH2:11][CH2:10]1)[C:2]1[CH:7]=[CH:6][CH:5]=[CH:4][CH:3]=1.[C:32](Cl)(=[O:37])[C:33]([CH3:36])([CH3:35])[CH3:34].O, predict the reaction product. The product is: [CH2:1]([O:8][CH:9]1[CH2:14][CH2:13][CH:12](/[CH:15]=[C:16]2/[C:17](=[O:31])[CH:18]([C:22]3[C:23]([CH3:30])=[CH:24][C:25]([CH3:29])=[CH:26][C:27]=3[CH3:28])[CH:19]([O:21][C:32](=[O:37])[C:33]([CH3:36])([CH3:35])[CH3:34])[CH2:20]/2)[CH2:11][CH2:10]1)[C:2]1[CH:3]=[CH:4][CH:5]=[CH:6][CH:7]=1. (9) Given the reactants [CH:1]1([NH2:7])[CH2:6][CH2:5][CH2:4][CH2:3][CH2:2]1.[CH2:8]=[C:9]1[O:13][C:11](=[O:12])[CH2:10]1, predict the reaction product. The product is: [CH:1]1([NH:7][C:11](=[O:12])[CH2:10][C:9](=[O:13])[CH3:8])[CH2:6][CH2:5][CH2:4][CH2:3][CH2:2]1. (10) Given the reactants [Br-].[CH2:2]([NH:5][CH2:6][CH2:7][CH2:8][N+:9]([CH3:12])([CH3:11])[CH3:10])[CH2:3][CH3:4].[Br:13][CH2:14][CH2:15][CH2:16][CH2:17][CH2:18][CH2:19][CH2:20][CH2:21][CH2:22][CH2:23][CH2:24][CH3:25].[OH-].[Na+], predict the reaction product. The product is: [Br-:13].[CH2:14]([N:5]([CH2:2][CH2:3][CH3:4])[CH2:6][CH2:7][CH2:8][N+:9]([CH3:12])([CH3:11])[CH3:10])[CH2:15][CH2:16][CH2:17][CH2:18][CH2:19][CH2:20][CH2:21][CH2:22][CH2:23][CH2:24][CH3:25].